This data is from Reaction yield outcomes from USPTO patents with 853,638 reactions. The task is: Predict the reaction yield, written as a fraction of the theoretical maximum amount of product (1.0 means a 100% yield; for example, 0.34 means a 34% yield). (1) The reactants are [C:1]([C@@H:3]1[N:7]2[CH2:8][CH2:9][N:10]([C:12]3[C:13]([C:18]#[N:19])=[N:14][CH:15]=[CH:16][N:17]=3)[CH2:11][C@@H:6]2[CH2:5][CH2:4]1)#[CH:2].I[C:21]1[CH:22]=[C:23]([CH:26]=[CH:27][CH:28]=1)[C:24]#[N:25]. The catalyst is Cl[Pd](Cl)([P](C1C=CC=CC=1)(C1C=CC=CC=1)C1C=CC=CC=1)[P](C1C=CC=CC=1)(C1C=CC=CC=1)C1C=CC=CC=1.[Cu]I.CCN(CC)CC. The product is [C:24]([C:23]1[CH:22]=[C:21]([C:2]#[C:1][C@@H:3]2[N:7]3[CH2:8][CH2:9][N:10]([C:12]4[C:13]([C:18]#[N:19])=[N:14][CH:15]=[CH:16][N:17]=4)[CH2:11][C@@H:6]3[CH2:5][CH2:4]2)[CH:28]=[CH:27][CH:26]=1)#[N:25]. The yield is 0.990. (2) The reactants are CO.[N:3]1[N:7]2[CH:8]=[CH:9][CH:10]=[CH:11][C:6]2=[C:5]([N:12]2[CH2:17][CH2:16][C:15](=[O:18])[CH2:14][CH2:13]2)[CH:4]=1.[BH4-].[Na+].O. The catalyst is C(OCC)(=O)C. The product is [N:3]1[N:7]2[CH:8]=[CH:9][CH:10]=[CH:11][C:6]2=[C:5]([N:12]2[CH2:13][CH2:14][CH:15]([OH:18])[CH2:16][CH2:17]2)[CH:4]=1. The yield is 0.910. (3) The reactants are [F:1][C:2]1[CH:7]=[CH:6][C:5]([F:8])=[CH:4][C:3]=1B(O)O.Br[C:13]1[CH:14]=[C:15]2[C@@:26]3([N:31]=[C:30]([NH2:32])[CH2:29][O:28][CH2:27]3)[C:25]3[C:20](=[CH:21][CH:22]=[C:23](I)[CH:24]=3)[O:19][C:16]2=[N:17][CH:18]=1.P([O-])([O-])([O-])=O.[K+].[K+].[K+].[F:42][C:43]1[CH:48]=[C:47](B(O)O)[CH:46]=[CH:45][N:44]=1. The catalyst is CC1OCCC1.C1C=CC(P(C2C=CC=CC=2)[C-]2C=CC=C2)=CC=1.C1C=CC(P(C2C=CC=CC=2)[C-]2C=CC=C2)=CC=1.Cl[Pd]Cl.[Fe+2].C(Cl)Cl.CC(P(C(C)(C)C)C1C=CC(N(C)C)=CC=1)(C)C.CC(P(C(C)(C)C)C1C=CC(N(C)C)=CC=1)(C)C.Cl[Pd]Cl.O.O1CCOCC1. The product is [F:1][C:2]1[CH:7]=[CH:6][C:5]([F:8])=[CH:4][C:3]=1[C:23]1[CH:24]=[C:25]2[C@:26]3([N:31]=[C:30]([NH2:32])[CH2:29][O:28][CH2:27]3)[C:15]3[C:16](=[N:17][CH:18]=[C:13]([C:47]4[CH:46]=[CH:45][N:44]=[C:43]([F:42])[CH:48]=4)[CH:14]=3)[O:19][C:20]2=[CH:21][CH:22]=1. The yield is 0.279. (4) The catalyst is C(O)C. The yield is 0.840. The reactants are [Cl:1][C:2]1[CH:25]=[C:24]([C:26]([F:29])([F:28])[F:27])[CH:23]=[CH:22][C:3]=1[CH2:4][N:5]1[C:9]([CH2:10][CH2:11][C:12]([O:14]CC)=[O:13])=[CH:8][C:7]([O:17][CH2:18][CH:19]2[CH2:21][CH2:20]2)=[N:6]1.[OH-].[Na+].O1CCCC1. The product is [Cl:1][C:2]1[CH:25]=[C:24]([C:26]([F:29])([F:27])[F:28])[CH:23]=[CH:22][C:3]=1[CH2:4][N:5]1[C:9]([CH2:10][CH2:11][C:12]([OH:14])=[O:13])=[CH:8][C:7]([O:17][CH2:18][CH:19]2[CH2:21][CH2:20]2)=[N:6]1. (5) The reactants are C(C1C(=O)C(Cl)=C(Cl)C(=O)C=1C#N)#N.[F:15][C:16]1[CH:17]=[C:18]2[C:23](=[CH:24][CH:25]=1)[NH:22][C:21](=[O:26])[CH2:20][CH2:19]2. The catalyst is O1CCOCC1. The product is [F:15][C:16]1[CH:17]=[C:18]2[C:23](=[CH:24][CH:25]=1)[NH:22][C:21](=[O:26])[CH:20]=[CH:19]2. The yield is 0.310. (6) The reactants are [NH:1]1[C:5]2[C:6]3[CH:7]=[CH:8][N:9]=[CH:10][C:11]=3[CH2:12][CH2:13][C:4]=2[C:3]([C:14]([O:16][CH3:17])=[O:15])=[CH:2]1.O([CH2:26][C:27]([F:30])([F:29])[F:28])S(C(F)(F)F)(=O)=O.O. The catalyst is CN(C=O)C. The product is [F:28][C:27]([F:30])([F:29])[CH2:26][N:1]1[C:5]2[C:6]3[CH:7]=[CH:8][N:9]=[CH:10][C:11]=3[CH2:12][CH2:13][C:4]=2[C:3]([C:14]([O:16][CH3:17])=[O:15])=[CH:2]1. The yield is 0.650. (7) The reactants are [CH3:1][N:2]1[C:10]2[C:5](=[CH:6][C:7]([N:11]3[CH:15]=[CH:14][CH:13]=[CH:12]3)=[CH:8][CH:9]=2)[C:4]([C:16]2[CH:21]=[CH:20][CH:19]=[CH:18][CH:17]=2)=[C:3]1[C:22](O)=[O:23].Cl.CN(C)CCCN=C=NCC.Cl.C([O:40][C:41](=[O:51])[C@H:42]([CH2:44][C:45]1[CH:50]=[CH:49][CH:48]=[CH:47][CH:46]=1)[NH2:43])C.CN1CCOCC1.O.[OH-].[Li+]. The catalyst is C(Cl)Cl. The product is [CH3:1][N:2]1[C:10]2[C:5](=[CH:6][C:7]([N:11]3[CH:12]=[CH:13][CH:14]=[CH:15]3)=[CH:8][CH:9]=2)[C:4]([C:16]2[CH:21]=[CH:20][CH:19]=[CH:18][CH:17]=2)=[C:3]1[C:22]([NH:43][C@H:42]([C:41]([OH:40])=[O:51])[CH2:44][C:45]1[CH:46]=[CH:47][CH:48]=[CH:49][CH:50]=1)=[O:23]. The yield is 0.600.